From a dataset of Catalyst prediction with 721,799 reactions and 888 catalyst types from USPTO. Predict which catalyst facilitates the given reaction. (1) Reactant: Br[C:2]1[CH:24]=[CH:23][C:5]2[C:6]3[N:7]([CH:11]=[C:12]([C:14]4[N:18]([CH:19]([CH3:21])[CH3:20])[N:17]=[C:16]([CH3:22])[N:15]=4)[N:13]=3)[CH2:8][CH2:9][O:10][C:4]=2[CH:3]=1.[C:25]([O:29][CH3:30])(=[O:28])[CH:26]=[CH2:27].C1(C)C=CC=CC=1P(C1C=CC=CC=1C)C1C=CC=CC=1C.C(N(CC)CC)C. Product: [CH:19]([N:18]1[C:14]([C:12]2[N:13]=[C:6]3[C:5]4[CH:23]=[CH:24][C:2](/[CH:27]=[CH:26]/[C:25]([O:29][CH3:30])=[O:28])=[CH:3][C:4]=4[O:10][CH2:9][CH2:8][N:7]3[CH:11]=2)=[N:15][C:16]([CH3:22])=[N:17]1)([CH3:21])[CH3:20]. The catalyst class is: 613. (2) Reactant: C([O:3][C:4](=O)[CH2:5][C:6]1[N:7]=[C:8]([C:12]2[CH:13]=[N:14][C:15]([C:18]3[CH:23]=[CH:22][CH:21]=[CH:20][C:19]=3[F:24])=[CH:16][CH:17]=2)[S:9][C:10]=1[CH3:11])C.[H-].[H-].[H-].[H-].[Li+].[Al+3]. Product: [F:24][C:19]1[CH:20]=[CH:21][CH:22]=[CH:23][C:18]=1[C:15]1[N:14]=[CH:13][C:12]([C:8]2[S:9][C:10]([CH3:11])=[C:6]([CH2:5][CH2:4][OH:3])[N:7]=2)=[CH:17][CH:16]=1. The catalyst class is: 1.